From a dataset of Forward reaction prediction with 1.9M reactions from USPTO patents (1976-2016). Predict the product of the given reaction. (1) Given the reactants [F:1][C:2]1[CH:22]=[CH:21][CH:20]=[CH:19][C:3]=1[CH2:4][O:5][C:6]1[CH:18]=[CH:17][C:9]([CH2:10][NH:11][C@H:12]([CH3:16])[C:13]([NH2:15])=[O:14])=[CH:8][CH:7]=1.[CH3:23][S:24]([OH:27])(=[O:26])=[O:25], predict the reaction product. The product is: [CH3:23][S:24]([OH:27])(=[O:26])=[O:25].[F:1][C:2]1[CH:22]=[CH:21][CH:20]=[CH:19][C:3]=1[CH2:4][O:5][C:6]1[CH:7]=[CH:8][C:9]([CH2:10][NH:11][C@H:12]([CH3:16])[C:13]([NH2:15])=[O:14])=[CH:17][CH:18]=1. (2) Given the reactants [Cl:1][C:2]1[CH:13]=[CH:12][C:5]2[S:6][CH:7]=[C:8]([C:9]([OH:11])=O)[C:4]=2[CH:3]=1.CN(C(ON1N=NC2C=CC=CC1=2)=[N+](C)C)C.F[P-](F)(F)(F)(F)F.CCN(C(C)C)C(C)C.[CH2:47]([O:49][C:50]([C:52]1([NH2:61])[CH2:60][C:59]2[C:54](=[CH:55][CH:56]=[CH:57][CH:58]=2)[CH2:53]1)=[O:51])[CH3:48], predict the reaction product. The product is: [CH2:47]([O:49][C:50]([C:52]1([NH:61][C:9]([C:8]2[C:4]3[CH:3]=[C:2]([Cl:1])[CH:13]=[CH:12][C:5]=3[S:6][CH:7]=2)=[O:11])[CH2:60][C:59]2[C:54](=[CH:55][CH:56]=[CH:57][CH:58]=2)[CH2:53]1)=[O:51])[CH3:48]. (3) Given the reactants [CH2:1]([C:7]1[CH:13]=[CH:12][C:10]([NH2:11])=[CH:9][CH:8]=1)[CH2:2][CH2:3][CH2:4][CH2:5][CH3:6].Br[C:15]1[CH:23]=[CH:22][CH:21]=[CH:20][C:16]=1[C:17](Cl)=[O:18], predict the reaction product. The product is: [CH2:7]([N:11]1[C:17](=[O:18])[C:16]2[C:20](=[CH:21][CH:22]=[CH:23][CH:15]=2)[C:12]2[CH:13]=[C:7]([CH2:1][CH2:2][CH2:3][CH2:4][CH2:5][CH3:6])[CH:8]=[CH:9][C:10]1=2)[CH2:1][CH2:2][CH3:3]. (4) Given the reactants [Br:1][C:2]1[CH:3]=[CH:4][C:5]([F:10])=[C:6]([CH:9]=1)[CH:7]=[O:8].[Si:11](C#N)([CH3:14])([CH3:13])[CH3:12].C[C:18]#[N:19], predict the reaction product. The product is: [Br:1][C:2]1[CH:3]=[CH:4][C:5]([F:10])=[C:6]([CH:7]([O:8][Si:11]([CH3:14])([CH3:13])[CH3:12])[C:18]#[N:19])[CH:9]=1.